Dataset: Peptide-MHC class II binding affinity with 134,281 pairs from IEDB. Task: Regression. Given a peptide amino acid sequence and an MHC pseudo amino acid sequence, predict their binding affinity value. This is MHC class II binding data. (1) The peptide sequence is AFKVAATAARAAPAN. The MHC is DRB1_1001 with pseudo-sequence DRB1_1001. The binding affinity (normalized) is 0.735. (2) The peptide sequence is SQCVSGSEGNHSLLD. The MHC is DRB1_0101 with pseudo-sequence DRB1_0101. The binding affinity (normalized) is 0.216.